From a dataset of Full USPTO retrosynthesis dataset with 1.9M reactions from patents (1976-2016). Predict the reactants needed to synthesize the given product. (1) Given the product [Br:10][C:9]1[CH:8]=[C:7]([C:11]([F:14])([F:12])[F:13])[CH:6]=[C:3]2[C:2]=1[NH:1][C:16]([OH:17])=[N:15][CH:4]2[OH:5], predict the reactants needed to synthesize it. The reactants are: [NH2:1][C:2]1[C:9]([Br:10])=[CH:8][C:7]([C:11]([F:14])([F:13])[F:12])=[CH:6][C:3]=1[CH:4]=[O:5].[NH2:15][C:16](N)=[O:17]. (2) Given the product [Br:1][C:2]1[N:7]=[C:6]([N:8]2[CH2:14][CH:13]([OH:15])[CH2:12][N:11]([C:21]([O:20][C:17]([CH3:19])([CH3:18])[CH3:16])=[O:22])[CH2:10][CH2:9]2)[CH:5]=[CH:4][CH:3]=1, predict the reactants needed to synthesize it. The reactants are: [Br:1][C:2]1[N:7]=[C:6]([N:8]2[CH2:14][CH:13]([OH:15])[CH2:12][NH:11][CH2:10][CH2:9]2)[CH:5]=[CH:4][CH:3]=1.[CH3:16][C:17]([O:20][C:21](O[C:21]([O:20][C:17]([CH3:19])([CH3:18])[CH3:16])=[O:22])=[O:22])([CH3:19])[CH3:18]. (3) Given the product [CH:45]1([C@@H:51]([C:53]2[NH:57][N:56]=[N:55][N:54]=2)[NH:52][C:39]([C:36]2[CH:37]=[CH:38][C:33]([C:30]3[CH:29]=[CH:28][C:27]([O:26][CH3:25])=[CH:32][CH:31]=3)=[CH:34][C:35]=2[N+:42]([O-:44])=[O:43])=[O:41])[CH2:46][CH2:47][CH2:48][CH2:49][CH2:50]1, predict the reactants needed to synthesize it. The reactants are: CN(C(ON1N=NC2C=CC=NC1=2)=[N+](C)C)C.F[P-](F)(F)(F)(F)F.[CH3:25][O:26][C:27]1[CH:32]=[CH:31][C:30]([C:33]2[CH:38]=[CH:37][C:36]([C:39]([OH:41])=O)=[C:35]([N+:42]([O-:44])=[O:43])[CH:34]=2)=[CH:29][CH:28]=1.[CH:45]1([C@@H:51]([C:53]2[NH:57][N:56]=[N:55][N:54]=2)[NH2:52])[CH2:50][CH2:49][CH2:48][CH2:47][CH2:46]1.C(N(C(C)C)CC)(C)C. (4) Given the product [Cl:1][C:2]1[CH:7]=[CH:6][N:5]=[C:4]2[CH:8]=[C:9]([C:11]([N:13]3[CH2:17][CH2:16][C@@H:15]([N:18]([CH3:22])[CH3:19])[CH2:14]3)=[O:12])[S:10][C:3]=12, predict the reactants needed to synthesize it. The reactants are: [Cl:1][C:2]1[CH:7]=[CH:6][N:5]=[C:4]2[CH:8]=[C:9]([C:11]([N:13]3[CH2:17][CH2:16][CH2:15][CH2:14]3)=[O:12])[S:10][C:3]=12.[NH:18]1[CH2:22]CC[CH2:19]1.CN(C)[C@@H]1CCNC1. (5) The reactants are: [CH:1]([S:4][C:5]1[CH:13]=[CH:12][C:11]([S:14]([CH3:17])(=[O:16])=[O:15])=[CH:10][C:6]=1[C:7]([OH:9])=O)([CH3:3])[CH3:2].[F:18][C:19]1[CH:24]=[C:23]([S:25]([CH3:28])(=[O:27])=[O:26])[CH:22]=[CH:21][C:20]=1[N:29]1[CH2:34][CH2:33][NH:32][CH2:31][CH2:30]1. Given the product [F:18][C:19]1[CH:24]=[C:23]([S:25]([CH3:28])(=[O:27])=[O:26])[CH:22]=[CH:21][C:20]=1[N:29]1[CH2:34][CH2:33][N:32]([C:7]([C:6]2[CH:10]=[C:11]([S:14]([CH3:17])(=[O:16])=[O:15])[CH:12]=[CH:13][C:5]=2[S:4][CH:1]([CH3:2])[CH3:3])=[O:9])[CH2:31][CH2:30]1, predict the reactants needed to synthesize it. (6) Given the product [Br:38][C:2]1[CH:3]=[C:4]([C@@:8]2([CH3:24])[N:13]([CH2:14][C:15]3[CH:20]=[CH:19][C:18]([O:21][CH3:22])=[CH:17][CH:16]=3)[C:12](=[O:23])[CH2:11][O:10][CH2:9]2)[CH:5]=[CH:6][CH:7]=1, predict the reactants needed to synthesize it. The reactants are: N[C:2]1[CH:3]=[C:4]([C@@:8]2([CH3:24])[N:13]([CH2:14][C:15]3[CH:20]=[CH:19][C:18]([O:21][CH3:22])=[CH:17][CH:16]=3)[C:12](=[O:23])[CH2:11][O:10][CH2:9]2)[CH:5]=[CH:6][CH:7]=1.C([O-])(C)(C)C.[K+].COC1C=CC(C[Br:38])=CC=1.